From a dataset of Peptide-MHC class I binding affinity with 185,985 pairs from IEDB/IMGT. Regression. Given a peptide amino acid sequence and an MHC pseudo amino acid sequence, predict their binding affinity value. This is MHC class I binding data. (1) The peptide sequence is CEKRLLLKL. The MHC is HLA-B44:02 with pseudo-sequence HLA-B44:02. The binding affinity (normalized) is 0.0847. (2) The peptide sequence is MPAMVPPYA. The MHC is HLA-A25:01 with pseudo-sequence HLA-A25:01. The binding affinity (normalized) is 0.0847. (3) The MHC is HLA-B40:01 with pseudo-sequence HLA-B40:01. The binding affinity (normalized) is 0.0847. The peptide sequence is YCPGTTVTL.